This data is from Experimentally validated miRNA-target interactions with 360,000+ pairs, plus equal number of negative samples. The task is: Binary Classification. Given a miRNA mature sequence and a target amino acid sequence, predict their likelihood of interaction. (1) The miRNA is hsa-miR-3136-5p with sequence CUGACUGAAUAGGUAGGGUCAUU. The protein sequence of the target gene is MGNTTSCCVSSSPKLRRNAHSRLESYRPDTDLSREDTGCNLQHISDRENIDDLNMEFNPSDHPRASTIFLSKSQTDVREKRKSLFINHHPPGQIARKYSSCSTIFLDDSTVSQPNLKYTIKCVALAIYYHIKNRDPDGRMLLDIFDENLHPLSKSEVPPDYDKHNPEQKQIYRFVRTLFSAAQLTAECAIVTLVYLERLLTYAEIDICPANWKRIVLGAILLASKVWDDQAVWNVDYCQILKDITVEDMNELERQFLELLQFNINVPSSVYAKYYFDLRSLAEANNLSFPLEPLSRERAH.... Result: 0 (no interaction). (2) The miRNA is hsa-miR-622 with sequence ACAGUCUGCUGAGGUUGGAGC. The protein sequence of the target gene is MSRSYNDELQFLEKINKNCWRIKKGFVPNMQVEGVFYVNDALEKLMFEELRNACRGGGVGGFLPAMKQIGNVAALPGIVHRSIGLPDVHSGYGFAIGNMAAFDMNDPEAVVSPGGVGFDINCGVRLLRTNLDESDVQPVKEQLAQAMFDHIPVGVGSKGVIPMNAKDLEEALEMGVDWSLREGYAWAEDKEHCEEYGRMLQADPNKVSARAKKRGLPQLGTLGAGNHYAEIQVVDEIFNEYAAKKMGIDHKGQVCVMIHSGSRGLGHQVATDALVAMEKAMKRDKIIVNDRQLACARIAS.... Result: 1 (interaction). (3) The miRNA is hsa-miR-876-3p with sequence UGGUGGUUUACAAAGUAAUUCA. The protein sequence of the target gene is MAAAVPQRAWTVEQLRSEQLPKKDIIKFLQDHGSDSFLAEHKLLGNIKNVAKTANKDHLVNAYNHLFESKRFKGTETISKVSEQVKNVKLSDDKPKDSKSEETLDEGPPKYTKSILKKGDKTNFPKKGDVVHCWYTGTLPDGTVFDTNIQTSSKKKKNAKPLSFKVGVGKVIRGWDEALLTMSKGEKARLEIEPEWAYGKKGQPDAKIPPNTKLIFEVELVDID. Result: 0 (no interaction). (4) The miRNA is mmu-miR-124-3p with sequence UAAGGCACGCGGUGAAUGCC. The protein sequence of the target gene is MGSQTMAVALPRDLRQDANLAKRRHAELCRQKRVFNARNRIIGGDTEAWDVQVHDQKIKEATEKARHETFAAEMRQNDKIMCILENRKKRDRKNLCRAINDFQQSFQKPETRREFDLSDPLALKKDLPARQSDNDVRNTISGMQKFMGEDLNFHERKKFQEEQNREWSLQQQREWKNARAEQKCAEALYTETRLQFDETAKHLQKLESTTRKAVCASVKDFNKSQAIESVERKKQEKKQEQEDNLAEITNLLRGDLLSENPQQAASSFGPHRVVPDRWKGMTQEQLEQIRLVQKQQIQEK.... Result: 0 (no interaction). (5) The miRNA is hsa-miR-4693-5p with sequence AUACUGUGAAUUUCACUGUCACA. The protein sequence of the target gene is MARPPASLGSQAPDRDRGEANVVTRVSQWADNHLRLVQNISTGMAIAGIMLLIRSVRLTSKFTTSSDIPVEFIRKKVKLRGRLQRITECGLEIEHIPITLPFISSWKEEPRGVLLVKLAGVELTESGKVWLQAELKPSQLLWFQLLGKEDSALFCYLLVNKGGYFNVNLNEEILRRGLGKTVLVKGLNYDSKTHWKIHRNLLKAELTALKKGEGIWKEESEKESYFRKLKDSWRERWTKDNDLKPAGADLGSTKDSYHDSRRRASGKGKDSVSNYSFFLKLREFVSRLHFWRKG. Result: 0 (no interaction).